Predict the product of the given reaction. From a dataset of Forward reaction prediction with 1.9M reactions from USPTO patents (1976-2016). (1) Given the reactants [C:1]([C:5]1[CH:10]=[CH:9][CH:8]=[CH:7][C:6]=1[CH:11]1[CH2:16][CH2:15][NH:14][CH2:13][CH2:12]1)([CH3:4])([CH3:3])[CH3:2].[C:17]([O:21][C:22]([N:24]1[CH2:28][CH2:27][C@H:26]([OH:29])[C@H:25]1[C:30](O)=[O:31])=[O:23])([CH3:20])([CH3:19])[CH3:18].CCN=C=NCCCN(C)C.C1C=CC2N(O)N=NC=2C=1.CCN(CC)CC, predict the reaction product. The product is: [C:1]([C:5]1[CH:10]=[CH:9][CH:8]=[CH:7][C:6]=1[CH:11]1[CH2:12][CH2:13][N:14]([C:30]([C@@H:25]2[C@@H:26]([OH:29])[CH2:27][CH2:28][N:24]2[C:22]([O:21][C:17]([CH3:20])([CH3:19])[CH3:18])=[O:23])=[O:31])[CH2:15][CH2:16]1)([CH3:4])([CH3:2])[CH3:3]. (2) Given the reactants [C:1]([S:5][C:6]1[CH:13]=[CH:12][CH:11]=[CH:10][C:7]=1[C:8]#[N:9])([CH3:4])([CH3:3])[CH3:2].B.C1COCC1.CO.Cl, predict the reaction product. The product is: [C:1]([S:5][C:6]1[CH:13]=[CH:12][CH:11]=[CH:10][C:7]=1[CH2:8][NH2:9])([CH3:4])([CH3:2])[CH3:3]. (3) Given the reactants [C:1]([OH:7])(C(F)(F)F)=O.[NH2:8][CH2:9][CH2:10][CH2:11][C@:12]([C@@H:21]1[CH2:26][CH2:25][CH2:24][N:23]([C:27]([O:29][C:30]([CH3:33])([CH3:32])[CH3:31])=[O:28])[CH2:22]1)([C:14]1[CH:19]=[CH:18][CH:17]=[C:16]([Cl:20])[CH:15]=1)[OH:13].C[CH2:35][N:36](C(C)C)C(C)C.ClC(OC1C=CC([N+]([O-])=O)=CC=1)=O, predict the reaction product. The product is: [CH3:35][NH:36][C:1]([NH:8][CH2:9][CH2:10][CH2:11][C@:12]([C@@H:21]1[CH2:26][CH2:25][CH2:24][N:23]([C:27]([O:29][C:30]([CH3:33])([CH3:32])[CH3:31])=[O:28])[CH2:22]1)([C:14]1[CH:19]=[CH:18][CH:17]=[C:16]([Cl:20])[CH:15]=1)[OH:13])=[O:7]. (4) Given the reactants [CH:1]1([C:6]([C:8]2[CH:9]=[C:10]([O:22]S(C(F)(F)F)(=O)=O)[CH:11]=[C:12]([O:14][S:15]([C:18]([F:21])([F:20])[F:19])(=[O:17])=[O:16])[CH:13]=2)=[O:7])[CH2:5][CH2:4][CH2:3][CH2:2]1.C(=O)([O-])[O-].[Cs+].[Cs+], predict the reaction product. The product is: [CH:1]1([C:6]([C:8]2[CH:13]=[C:12]([O:14][S:15]([C:18]([F:21])([F:19])[F:20])(=[O:17])=[O:16])[CH:11]=[C:10]([OH:22])[CH:9]=2)=[O:7])[CH2:2][CH2:3][CH2:4][CH2:5]1. (5) Given the reactants C(OC([NH:8][CH2:9][CH2:10][O:11][C:12]1[CH:17]=[C:16]([C:18]([CH3:26])([CH3:25])[O:19][SiH2:20][C:21]([CH3:24])([CH3:23])[CH3:22])[CH:15]=[C:14]([C:27]([CH3:35])([CH3:34])[O:28][SiH2:29][C:30]([CH3:33])([CH3:32])[CH3:31])[CH:13]=1)=O)(C)(C)C.I[CH3:37].[H-].[Na+].C(O)(=O)[CH2:41][C:42]([CH2:47]C(O)=O)([C:44](O)=O)[OH:43].[O:53]1CCC[CH2:54]1, predict the reaction product. The product is: [C:42]([O:43][C:54]([CH:9]([NH:8][CH3:37])[CH2:10][O:11][C:12]1[CH:17]=[C:16]([C:18]([CH3:26])([CH3:25])[O:19][SiH2:20][C:21]([CH3:22])([CH3:24])[CH3:23])[CH:15]=[C:14]([C:27]([CH3:35])([CH3:34])[O:28][SiH2:29][C:30]([CH3:32])([CH3:31])[CH3:33])[CH:13]=1)=[O:53])([CH3:41])([CH3:44])[CH3:47]. (6) Given the reactants C[O:2][C:3](=O)[CH2:4][C:5]([NH:28][S@@:29]([C:31]([CH3:34])([CH3:33])[CH3:32])=[O:30])([C:17]1[CH:22]=[CH:21][CH:20]=[C:19]([O:23][C:24]([F:27])([F:26])[F:25])[CH:18]=1)[C:6]1[CH:11]=[CH:10][CH:9]=[C:8]([O:12][C:13]([F:16])([F:15])[F:14])[CH:7]=1.CO.[NH3:38], predict the reaction product. The product is: [CH3:32][C:31]([S:29]([NH:28][C:5]([C:17]1[CH:22]=[CH:21][CH:20]=[C:19]([O:23][C:24]([F:27])([F:26])[F:25])[CH:18]=1)([C:6]1[CH:11]=[CH:10][CH:9]=[C:8]([O:12][C:13]([F:16])([F:15])[F:14])[CH:7]=1)[CH2:4][C:3]([NH2:38])=[O:2])=[O:30])([CH3:34])[CH3:33]. (7) The product is: [N:17]1[CH:18]=[CH:19][CH:20]=[CH:21][C:16]=1[C:3]1([C:1]#[N:2])[CH2:4][CH2:5][NH:6][CH2:7][CH2:8]1. Given the reactants [C:1]([C:3]1([C:16]2[CH:21]=[CH:20][CH:19]=[CH:18][N:17]=2)[CH2:8][CH2:7][N:6](C(OC(C)(C)C)=O)[CH2:5][CH2:4]1)#[N:2], predict the reaction product. (8) Given the reactants [Cl:1][C:2]1[CH:3]=[C:4]([OH:11])[C:5](=[CH:9][CH:10]=1)[C:6]([OH:8])=O.[F:12][C:13]([F:26])([F:25])[C:14]1[CH:15]=[C:16]([CH:18]=[C:19]([C:21]([F:24])([F:23])[F:22])[CH:20]=1)[NH2:17], predict the reaction product. The product is: [F:12][C:13]([F:25])([F:26])[C:14]1[CH:15]=[C:16]([NH:17][C:6](=[O:8])[C:5]2[CH:9]=[CH:10][C:2]([Cl:1])=[CH:3][C:4]=2[OH:11])[CH:18]=[C:19]([C:21]([F:22])([F:24])[F:23])[CH:20]=1.